This data is from Reaction yield outcomes from USPTO patents with 853,638 reactions. The task is: Predict the reaction yield, written as a fraction of the theoretical maximum amount of product (1.0 means a 100% yield; for example, 0.34 means a 34% yield). (1) The reactants are [CH:1]1([NH:4][C:5]2[N:13]=[C:12]([C:14]([F:17])([F:16])[F:15])[N:11]=[C:10]3[C:6]=2[N:7]=[CH:8][N:9]3[C:18]2[CH:23]=[CH:22][C:21]([C:24]([O:26]C)=[O:25])=[CH:20][CH:19]=2)[CH2:3][CH2:2]1.[OH-].[K+].FC(F)(F)C(O)=O. The catalyst is CO. The product is [C:24]([C:21]1[CH:20]=[CH:19][C:18]([N:9]2[CH:8]=[N:7][C:6]3[C:10]2=[N:11][C:12]([C:14]([F:17])([F:15])[F:16])=[N:13][C:5]=3[NH:4][CH:1]2[CH2:3][CH2:2]2)=[CH:23][CH:22]=1)([OH:26])=[O:25]. The yield is 0.700. (2) The yield is 0.220. The reactants are [OH:1][CH2:2][CH2:3][N:4]1[C:12]2[CH:11]=[CH:10][CH:9]=[CH:8][C:7]=2[C:6]2[CH2:13][CH2:14][N:15]([C:18]([O:20][C:21]([CH3:24])([CH3:23])[CH3:22])=[O:19])[CH2:16][CH2:17][C:5]1=2.[C:25]1(O)[C:34]2[CH2:33][CH2:32][CH2:31][CH2:30][C:29]=2[CH:28]=[CH:27][CH:26]=1.N(C(OC(C)(C)C)=O)=NC(OC(C)(C)C)=O. The product is [C:33]1([O:1][CH2:2][CH2:3][N:4]2[C:12]3[CH:11]=[CH:10][CH:9]=[CH:8][C:7]=3[C:6]3[CH2:13][CH2:14][N:15]([C:18]([O:20][C:21]([CH3:24])([CH3:23])[CH3:22])=[O:19])[CH2:16][CH2:17][C:5]2=3)[C:34]2[CH2:25][CH2:26][CH2:27][CH2:28][C:29]=2[CH:30]=[CH:31][CH:32]=1. The catalyst is C1COCC1. (3) The reactants are [NH:1]1[CH:5]=[CH:4][CH:3]=[C:2]1[C:6](Cl)=[O:7].[F:9][C:10]1[CH:11]=[C:12]([CH:14]=[CH:15][CH:16]=1)[NH2:13].C(N(CC)CC)C. The catalyst is C(Cl)Cl. The product is [F:9][C:10]1[CH:11]=[C:12]([NH:13][C:6]([C:2]2[NH:1][CH:5]=[CH:4][CH:3]=2)=[O:7])[CH:14]=[CH:15][CH:16]=1. The yield is 0.370.